From a dataset of Forward reaction prediction with 1.9M reactions from USPTO patents (1976-2016). Predict the product of the given reaction. (1) The product is: [Cl:1][C:2]1[CH:3]=[C:4]([N+:9]([O-:11])=[O:10])[CH:5]=[C:6]([CH:7]=1)[CH2:8][Br:19]. Given the reactants [Cl:1][C:2]1[CH:3]=[C:4]([N+:9]([O-:11])=[O:10])[CH:5]=[C:6]([CH3:8])[CH:7]=1.C1C(=O)N([Br:19])C(=O)C1, predict the reaction product. (2) Given the reactants N[C:2]1[CH:3]=[N:4][C:5]2[C:10]([CH:11]=1)=[CH:9][CH:8]=[CH:7][CH:6]=2.N([O-])=O.[Na+].O(CC)C([S-])=[S:18].[K+], predict the reaction product. The product is: [SH:18][C:2]1[CH:3]=[N:4][C:5]2[C:10]([CH:11]=1)=[CH:9][CH:8]=[CH:7][CH:6]=2. (3) Given the reactants [NH:1]1[C:5]2[CH:6]=[CH:7][CH:8]=[CH:9][C:4]=2[N:3]=[N:2]1.[CH2:10]([NH:17][CH2:18][CH2:19][C:20]([O:22][CH2:23][CH3:24])=[O:21])[C:11]1[CH:16]=[CH:15][CH:14]=[CH:13][CH:12]=1.[CH2:25]=O, predict the reaction product. The product is: [N:1]1([CH2:25][N:17]([CH2:10][C:11]2[CH:16]=[CH:15][CH:14]=[CH:13][CH:12]=2)[CH2:18][CH2:19][C:20]([O:22][CH2:23][CH3:24])=[O:21])[C:5]2[CH:6]=[CH:7][CH:8]=[CH:9][C:4]=2[N:3]=[N:2]1. (4) Given the reactants [CH3:1][O:2][C:3]1[CH:12]=[CH:11][CH:10]=[C:9]2[C:4]=1[CH2:5][C@@H:6]([NH:13][C:14](=O)OCC)[CH2:7][O:8]2.[H-].[Al+3].[Li+].[H-].[H-].[H-].[H][H].[OH-].[Na+], predict the reaction product. The product is: [CH3:1][O:2][C:3]1[CH:12]=[CH:11][CH:10]=[C:9]2[C:4]=1[CH2:5][C@@H:6]([NH:13][CH3:14])[CH2:7][O:8]2. (5) Given the reactants [Br:1][C:2]1[CH:3]=[N:4][C:5]([Cl:11])=[C:6]([CH:10]=1)[C:7]([OH:9])=O.Cl.CN(C)CCCN=C=NCC.C(N(CC)CC)C.[NH2:31][C:32]1[CH:37]=[CH:36][CH:35]=[CH:34][CH:33]=1, predict the reaction product. The product is: [Br:1][C:2]1[CH:3]=[N:4][C:5]([Cl:11])=[C:6]([CH:10]=1)[C:7]([NH:31][C:32]1[CH:37]=[CH:36][CH:35]=[CH:34][CH:33]=1)=[O:9]. (6) The product is: [Cl:18][CH2:2][C:3]1[CH:4]=[CH:5][C:6]([O:11][C:12]([F:15])([F:14])[F:13])=[C:7]([CH:10]=1)[C:8]#[N:9]. Given the reactants O[CH2:2][C:3]1[CH:4]=[CH:5][C:6]([O:11][C:12]([F:15])([F:14])[F:13])=[C:7]([CH:10]=1)[C:8]#[N:9].S(Cl)([Cl:18])=O.O, predict the reaction product. (7) The product is: [OH:10][CH2:9][C:6]1[CH:7]=[CH:8][C:3]([C:1]#[C:2][C:19]2[CH:20]=[CH:21][C:16]([C:15]([O:14][CH2:12][CH3:13])=[O:23])=[CH:17][CH:18]=2)=[CH:4][C:5]=1[CH3:11]. Given the reactants [C:1]([C:3]1[CH:8]=[CH:7][C:6]([CH2:9][OH:10])=[C:5]([CH3:11])[CH:4]=1)#[CH:2].[CH2:12]([O:14][C:15](=[O:23])[C:16]1[CH:21]=[CH:20][C:19](I)=[CH:18][CH:17]=1)[CH3:13], predict the reaction product. (8) Given the reactants [C:1]([C:5]1[N:10]=[C:9]([N:11]2[CH2:16][CH2:15][N:14]([CH2:17][CH2:18][CH2:19]Cl)[CH2:13][CH2:12]2)[CH:8]=[C:7]([CH:21]2[CH2:24][CH2:23][CH2:22]2)[N:6]=1)([CH3:4])([CH3:3])[CH3:2].[CH3:25][N:26]1[CH:30]=[N:29][N:28]=[C:27]1[SH:31].[OH-].[Li+].[I-].[K+], predict the reaction product. The product is: [C:1]([C:5]1[N:10]=[C:9]([N:11]2[CH2:16][CH2:15][N:14]([CH2:17][CH2:18][CH2:19][S:31][C:27]3[N:26]([CH3:25])[CH:30]=[N:29][N:28]=3)[CH2:13][CH2:12]2)[CH:8]=[C:7]([CH:21]2[CH2:24][CH2:23][CH2:22]2)[N:6]=1)([CH3:4])([CH3:3])[CH3:2].